From a dataset of Retrosynthesis with 50K atom-mapped reactions and 10 reaction types from USPTO. Predict the reactants needed to synthesize the given product. (1) Given the product COC(COc1ccc2ncccc2c1)OC, predict the reactants needed to synthesize it. The reactants are: COC(CBr)OC.Oc1ccc2ncccc2c1. (2) Given the product CCOc1ccc2cc(C(O)(c3cn(C(c4ccccc4)(c4ccccc4)c4ccccc4)cn3)C(C)C)ccc2c1, predict the reactants needed to synthesize it. The reactants are: CC(C)[Mg+].CCOc1ccc2cc(C(=O)c3cn(C(c4ccccc4)(c4ccccc4)c4ccccc4)cn3)ccc2c1. (3) Given the product CCCOC1CCN(CCC)C(=O)N1c1nnc(SC)s1, predict the reactants needed to synthesize it. The reactants are: CCCN1CCC(O)N(c2nnc(SC)s2)C1=O.CCCO.